Dataset: HIV replication inhibition screening data with 41,000+ compounds from the AIDS Antiviral Screen. Task: Binary Classification. Given a drug SMILES string, predict its activity (active/inactive) in a high-throughput screening assay against a specified biological target. (1) The compound is COc1ccc(C2C(Cl)C(=O)N2NC(=O)Cc2ccccc2)cc1. The result is 0 (inactive). (2) The molecule is CCN(CC)c1cc2oc(=O)cc(C)c2cc1[N+](=O)[O-]. The result is 0 (inactive). (3) The drug is O=C(O)CC(NC(=O)C(F)(F)F)C(=O)NC1Cc2ccccc2OC1=O. The result is 0 (inactive). (4) The compound is O=C(OC1CCCCC1)c1cc(NC(=S)c2ccccc2F)ccc1Cl. The result is 1 (active). (5) The compound is N#CC(=Cc1ccc2c(c1)OCO2)C(=O)c1ccccc1. The result is 0 (inactive).